This data is from Catalyst prediction with 721,799 reactions and 888 catalyst types from USPTO. The task is: Predict which catalyst facilitates the given reaction. Reactant: [F:1][C:2]1[CH:7]=[CH:6][C:5]([N:8]2[C:12]([C:13]3[CH:18]=[CH:17][C:16]([S:19]([CH3:22])(=[O:21])=[O:20])=[CH:15][CH:14]=3)=[CH:11][C:10]([CH2:23][CH2:24][NH2:25])=[C:9]2[CH3:26])=[CH:4][CH:3]=1.[C:27](Cl)(=[O:34])[C:28]1[CH:33]=[CH:32][CH:31]=[CH:30][CH:29]=1. Product: [F:1][C:2]1[CH:3]=[CH:4][C:5]([N:8]2[C:12]([C:13]3[CH:18]=[CH:17][C:16]([S:19]([CH3:22])(=[O:20])=[O:21])=[CH:15][CH:14]=3)=[CH:11][C:10]([CH2:23][CH2:24][NH:25][C:27](=[O:34])[C:28]3[CH:33]=[CH:32][CH:31]=[CH:30][CH:29]=3)=[C:9]2[CH3:26])=[CH:6][CH:7]=1. The catalyst class is: 3.